This data is from NCI-60 drug combinations with 297,098 pairs across 59 cell lines. The task is: Regression. Given two drug SMILES strings and cell line genomic features, predict the synergy score measuring deviation from expected non-interaction effect. (1) Drug 1: CC1C(C(=O)NC(C(=O)N2CCCC2C(=O)N(CC(=O)N(C(C(=O)O1)C(C)C)C)C)C(C)C)NC(=O)C3=C4C(=C(C=C3)C)OC5=C(C(=O)C(=C(C5=N4)C(=O)NC6C(OC(=O)C(N(C(=O)CN(C(=O)C7CCCN7C(=O)C(NC6=O)C(C)C)C)C)C(C)C)C)N)C. Drug 2: CC1C(C(CC(O1)OC2CC(OC(C2O)C)OC3=CC4=CC5=C(C(=O)C(C(C5)C(C(=O)C(C(C)O)O)OC)OC6CC(C(C(O6)C)O)OC7CC(C(C(O7)C)O)OC8CC(C(C(O8)C)O)(C)O)C(=C4C(=C3C)O)O)O)O. Cell line: NCI/ADR-RES. Synergy scores: CSS=5.58, Synergy_ZIP=-2.91, Synergy_Bliss=-4.48, Synergy_Loewe=-2.61, Synergy_HSA=-3.98. (2) Drug 1: CC12CCC3C(C1CCC2O)C(CC4=C3C=CC(=C4)O)CCCCCCCCCS(=O)CCCC(C(F)(F)F)(F)F. Drug 2: CC(C)(C#N)C1=CC(=CC(=C1)CN2C=NC=N2)C(C)(C)C#N. Cell line: ACHN. Synergy scores: CSS=3.14, Synergy_ZIP=1.08, Synergy_Bliss=4.54, Synergy_Loewe=0.977, Synergy_HSA=0.126. (3) Cell line: MDA-MB-435. Synergy scores: CSS=-6.60, Synergy_ZIP=8.20, Synergy_Bliss=11.5, Synergy_Loewe=0.326, Synergy_HSA=1.37. Drug 2: C1CN(CCN1C(=O)CCBr)C(=O)CCBr. Drug 1: C1CCN(CC1)CCOC2=CC=C(C=C2)C(=O)C3=C(SC4=C3C=CC(=C4)O)C5=CC=C(C=C5)O. (4) Drug 1: C1=CC=C(C(=C1)C(C2=CC=C(C=C2)Cl)C(Cl)Cl)Cl. Drug 2: C1CNP(=O)(OC1)N(CCCl)CCCl. Cell line: UACC-257. Synergy scores: CSS=0.831, Synergy_ZIP=-0.170, Synergy_Bliss=-0.511, Synergy_Loewe=1.11, Synergy_HSA=-0.538. (5) Drug 1: CN1C(=O)N2C=NC(=C2N=N1)C(=O)N. Drug 2: C1CN(P(=O)(OC1)NCCCl)CCCl. Cell line: NCIH23. Synergy scores: CSS=3.70, Synergy_ZIP=0.00172, Synergy_Bliss=-7.58, Synergy_Loewe=-5.75, Synergy_HSA=-5.03. (6) Drug 1: C1CC(=O)NC(=O)C1N2CC3=C(C2=O)C=CC=C3N. Drug 2: CS(=O)(=O)CCNCC1=CC=C(O1)C2=CC3=C(C=C2)N=CN=C3NC4=CC(=C(C=C4)OCC5=CC(=CC=C5)F)Cl. Cell line: 786-0. Synergy scores: CSS=0.827, Synergy_ZIP=-2.12, Synergy_Bliss=1.54, Synergy_Loewe=1.45, Synergy_HSA=1.42. (7) Drug 1: CN(CC1=CN=C2C(=N1)C(=NC(=N2)N)N)C3=CC=C(C=C3)C(=O)NC(CCC(=O)O)C(=O)O. Drug 2: CN(C(=O)NC(C=O)C(C(C(CO)O)O)O)N=O. Cell line: KM12. Synergy scores: CSS=36.6, Synergy_ZIP=2.03, Synergy_Bliss=4.95, Synergy_Loewe=-23.9, Synergy_HSA=4.40. (8) Cell line: HS 578T. Synergy scores: CSS=-7.79, Synergy_ZIP=2.25, Synergy_Bliss=0.316, Synergy_Loewe=-8.95, Synergy_HSA=-6.29. Drug 2: CC12CCC3C(C1CCC2OP(=O)(O)O)CCC4=C3C=CC(=C4)OC(=O)N(CCCl)CCCl.[Na+]. Drug 1: CC1=C(C=C(C=C1)C(=O)NC2=CC(=CC(=C2)C(F)(F)F)N3C=C(N=C3)C)NC4=NC=CC(=N4)C5=CN=CC=C5.